Dataset: Full USPTO retrosynthesis dataset with 1.9M reactions from patents (1976-2016). Task: Predict the reactants needed to synthesize the given product. (1) The reactants are: I[C:2]1[CH:3]=[C:4]([CH:8]=[CH:9][C:10]=1[CH3:11])[C:5]([OH:7])=[O:6].[B:12]1([B:12]2[O:16][C:15]([CH3:18])([CH3:17])[C:14]([CH3:20])([CH3:19])[O:13]2)[O:16][C:15]([CH3:18])([CH3:17])[C:14]([CH3:20])([CH3:19])[O:13]1.C([O-])(=O)C.[K+]. Given the product [CH3:11][C:10]1[CH:9]=[CH:8][C:4]([C:5]([OH:7])=[O:6])=[CH:3][C:2]=1[B:12]1[O:16][C:15]([CH3:18])([CH3:17])[C:14]([CH3:20])([CH3:19])[O:13]1, predict the reactants needed to synthesize it. (2) Given the product [Cl:1][C:2]1[CH:3]=[C:4]([C:8]([N+:11]([O-:13])=[O:12])=[CH:9][N:10]=1)[C:5]([O:7][C:17]([CH3:20])([CH3:19])[CH3:18])=[O:6], predict the reactants needed to synthesize it. The reactants are: [Cl:1][C:2]1[CH:3]=[C:4]([C:8]([N+:11]([O-:13])=[O:12])=[CH:9][N:10]=1)[C:5]([OH:7])=[O:6].C(OC(O[C:17]([CH3:20])([CH3:19])[CH3:18])=O)(O[C:17]([CH3:20])([CH3:19])[CH3:18])=O.C(O)(C)(C)C. (3) Given the product [F:3][C:4]1[CH:9]=[CH:8][CH:7]=[CH:6][C:5]=1[S:10]([NH:13][C:14]1[C:23]([C:24]([OH:26])=[O:25])=[C:22]2[C:17]([C@H:18]3[CH2:30][CH2:29][O:28][C@H:19]3[CH2:20][O:21]2)=[CH:16][CH:15]=1)(=[O:12])=[O:11], predict the reactants needed to synthesize it. The reactants are: [OH-].[Li+].[F:3][C:4]1[CH:9]=[CH:8][CH:7]=[CH:6][C:5]=1[S:10]([NH:13][C:14]1[C:23]([C:24]([O:26]C)=[O:25])=[C:22]2[C:17]([C@H:18]3[CH2:30][CH2:29][O:28][C@H:19]3[CH2:20][O:21]2)=[CH:16][CH:15]=1)(=[O:12])=[O:11].C(O)(=O)CC(CC(O)=O)(C(O)=O)O. (4) The reactants are: [NH2:1][C:2]1[CH:3]=[C:4]([C:8]2[C:9]([CH3:31])=[CH:10][CH:11]=[C:12]3[C:17]=2[N:16]=[C:15]([NH:18][C:19]2[CH:24]=[CH:23][C:22]([N:25]4[CH2:30][CH2:29][O:28][CH2:27][CH2:26]4)=[CH:21][CH:20]=2)[N:14]=[CH:13]3)[CH:5]=[CH:6][CH:7]=1.CCN(C(C)C)C(C)C.[C:41](Cl)(=[O:44])[CH:42]=[CH2:43]. Given the product [CH3:31][C:9]1[C:8]([C:4]2[CH:3]=[C:2]([NH:1][C:41](=[O:44])[CH:42]=[CH2:43])[CH:7]=[CH:6][CH:5]=2)=[C:17]2[C:12]([CH:13]=[N:14][C:15]([NH:18][C:19]3[CH:20]=[CH:21][C:22]([N:25]4[CH2:30][CH2:29][O:28][CH2:27][CH2:26]4)=[CH:23][CH:24]=3)=[N:16]2)=[CH:11][CH:10]=1, predict the reactants needed to synthesize it. (5) Given the product [I:1][C:2]1[CH:3]=[C:4]2[C:8](=[CH:9][CH:10]=1)[N:7]([CH:18]1[CH2:19][CH2:20][CH2:21][CH2:22][O:17]1)[N:6]=[C:5]2[C:11]([N:13]([O:15][CH3:16])[CH3:14])=[O:12], predict the reactants needed to synthesize it. The reactants are: [I:1][C:2]1[CH:3]=[C:4]2[C:8](=[CH:9][CH:10]=1)[NH:7][N:6]=[C:5]2[C:11]([N:13]([O:15][CH3:16])[CH3:14])=[O:12].[O:17]1[CH:22]=[CH:21][CH2:20][CH2:19][CH2:18]1.C([O-])(O)=O.[Na+]. (6) Given the product [CH2:24]([O:23][C:19]1[CH:18]=[C:17]([NH:16][C:13]2[O:12][C:11]([C:9]3[NH:8][C:7]4[CH:6]=[CH:5][C:4]([C@H:31]5[CH2:32][CH2:33][C@H:34]([CH2:37][C:38]([O:40][CH3:41])=[O:39])[CH2:35][CH2:36]5)=[CH:3][C:2]=4[N:1]=3)=[N:15][N:14]=2)[CH:22]=[CH:21][CH:20]=1)[C:25]1[CH:26]=[CH:27][CH:28]=[CH:29][CH:30]=1, predict the reactants needed to synthesize it. The reactants are: [NH2:1][C:2]1[CH:3]=[C:4]([C@H:31]2[CH2:36][CH2:35][C@H:34]([CH2:37][C:38]([O:40][CH3:41])=[O:39])[CH2:33][CH2:32]2)[CH:5]=[CH:6][C:7]=1[NH:8][C:9]([C:11]1[O:12][C:13]([NH:16][C:17]2[CH:22]=[CH:21][CH:20]=[C:19]([O:23][CH2:24][C:25]3[CH:30]=[CH:29][CH:28]=[CH:27][CH:26]=3)[CH:18]=2)=[N:14][N:15]=1)=O.C(#N)C. (7) Given the product [Cl:1][C:2]1[CH:3]=[C:4]2[C:9](=[CH:10][C:11]=1[O:12][C:13]1[CH:14]=[CH:15][C:16]([C:19](=[O:34])[NH:20][C:21]3[CH:26]=[CH:25][CH:24]=[C:23]([C:27]4[CH:32]=[CH:31][C:30]([Cl:33])=[CH:29][CH:28]=4)[N:22]=3)=[CH:17][CH:18]=1)[O:8][CH2:7][CH2:6][CH:5]2[C:35]([OH:37])=[O:36], predict the reactants needed to synthesize it. The reactants are: [Cl:1][C:2]1[CH:3]=[C:4]2[C:9](=[CH:10][C:11]=1[O:12][C:13]1[CH:18]=[CH:17][C:16]([C:19](=[O:34])[NH:20][C:21]3[CH:26]=[CH:25][CH:24]=[C:23]([C:27]4[CH:32]=[CH:31][C:30]([Cl:33])=[CH:29][CH:28]=4)[N:22]=3)=[CH:15][CH:14]=1)[O:8][CH2:7][CH2:6][CH:5]2[C:35]([O:37]C(C)(C)C)=[O:36].FC(F)(F)C(O)=O.